From a dataset of NCI-60 drug combinations with 297,098 pairs across 59 cell lines. Regression. Given two drug SMILES strings and cell line genomic features, predict the synergy score measuring deviation from expected non-interaction effect. (1) Drug 1: CC1=C(C(CCC1)(C)C)C=CC(=CC=CC(=CC(=O)O)C)C. Drug 2: CN(CCCl)CCCl.Cl. Cell line: SK-MEL-2. Synergy scores: CSS=23.7, Synergy_ZIP=-3.49, Synergy_Bliss=-2.55, Synergy_Loewe=-6.88, Synergy_HSA=-2.22. (2) Drug 1: CS(=O)(=O)CCNCC1=CC=C(O1)C2=CC3=C(C=C2)N=CN=C3NC4=CC(=C(C=C4)OCC5=CC(=CC=C5)F)Cl. Drug 2: COCCOC1=C(C=C2C(=C1)C(=NC=N2)NC3=CC=CC(=C3)C#C)OCCOC.Cl. Cell line: MALME-3M. Synergy scores: CSS=1.86, Synergy_ZIP=0.682, Synergy_Bliss=3.45, Synergy_Loewe=3.08, Synergy_HSA=1.64. (3) Drug 1: C1CCC(CC1)NC(=O)N(CCCl)N=O. Drug 2: CC1=C(N=C(N=C1N)C(CC(=O)N)NCC(C(=O)N)N)C(=O)NC(C(C2=CN=CN2)OC3C(C(C(C(O3)CO)O)O)OC4C(C(C(C(O4)CO)O)OC(=O)N)O)C(=O)NC(C)C(C(C)C(=O)NC(C(C)O)C(=O)NCCC5=NC(=CS5)C6=NC(=CS6)C(=O)NCCC[S+](C)C)O. Cell line: SR. Synergy scores: CSS=84.0, Synergy_ZIP=0.781, Synergy_Bliss=0.567, Synergy_Loewe=0.221, Synergy_HSA=3.50. (4) Drug 1: CCC1=CC2CC(C3=C(CN(C2)C1)C4=CC=CC=C4N3)(C5=C(C=C6C(=C5)C78CCN9C7C(C=CC9)(C(C(C8N6C)(C(=O)OC)O)OC(=O)C)CC)OC)C(=O)OC.C(C(C(=O)O)O)(C(=O)O)O. Drug 2: CN(C)N=NC1=C(NC=N1)C(=O)N. Cell line: PC-3. Synergy scores: CSS=42.2, Synergy_ZIP=-2.56, Synergy_Bliss=-4.04, Synergy_Loewe=-24.8, Synergy_HSA=-4.07. (5) Drug 1: CS(=O)(=O)C1=CC(=C(C=C1)C(=O)NC2=CC(=C(C=C2)Cl)C3=CC=CC=N3)Cl. Drug 2: CC1=C(C(=CC=C1)Cl)NC(=O)C2=CN=C(S2)NC3=CC(=NC(=N3)C)N4CCN(CC4)CCO. Cell line: HL-60(TB). Synergy scores: CSS=-10.8, Synergy_ZIP=-1.25, Synergy_Bliss=-13.8, Synergy_Loewe=-18.2, Synergy_HSA=-18.2. (6) Synergy scores: CSS=1.48, Synergy_ZIP=-1.52, Synergy_Bliss=-2.89, Synergy_Loewe=-3.13, Synergy_HSA=-4.14. Drug 2: C1CN(P(=O)(OC1)NCCCl)CCCl. Drug 1: CC12CCC3C(C1CCC2O)C(CC4=C3C=CC(=C4)O)CCCCCCCCCS(=O)CCCC(C(F)(F)F)(F)F. Cell line: SK-MEL-28. (7) Drug 1: CC1=C(C=C(C=C1)C(=O)NC2=CC(=CC(=C2)C(F)(F)F)N3C=C(N=C3)C)NC4=NC=CC(=N4)C5=CN=CC=C5. Drug 2: CC1C(C(CC(O1)OC2CC(CC3=C2C(=C4C(=C3O)C(=O)C5=CC=CC=C5C4=O)O)(C(=O)C)O)N)O. Cell line: HOP-92. Synergy scores: CSS=38.3, Synergy_ZIP=1.46, Synergy_Bliss=1.59, Synergy_Loewe=-22.1, Synergy_HSA=1.58.